Dataset: Full USPTO retrosynthesis dataset with 1.9M reactions from patents (1976-2016). Task: Predict the reactants needed to synthesize the given product. (1) The reactants are: C(O[NH:6][N:7]([C:12]1([CH2:22][CH:23]=[CH2:24])[CH2:21][C:16]2([CH2:20][CH2:19][CH2:18][CH2:17]2)[O:15][CH2:14][CH2:13]1)C(NN)=O)(C)(C)C.Cl. Given the product [CH2:22]([C:12]1([NH:7][NH2:6])[CH2:21][C:16]2([CH2:20][CH2:19][CH2:18][CH2:17]2)[O:15][CH2:14][CH2:13]1)[CH:23]=[CH2:24], predict the reactants needed to synthesize it. (2) The reactants are: [Br:1][C:2]1[CH:7]=[CH:6][C:5](I)=[CH:4][C:3]=1[OH:9].[F:10][C:11]([F:22])([F:21])[C:12]1[CH:17]=[CH:16][C:15](B(O)O)=[CH:14][CH:13]=1.C([O-])([O-])=O.[Na+].[Na+].Cl. Given the product [Br:1][C:2]1[CH:7]=[CH:6][C:5]([C:15]2[CH:16]=[CH:17][C:12]([C:11]([F:22])([F:21])[F:10])=[CH:13][CH:14]=2)=[CH:4][C:3]=1[OH:9], predict the reactants needed to synthesize it. (3) Given the product [C:16]([O:15][C:13]([N:4]1[C@H:8]([C:9]([O-:11])=[O:10])[CH2:7][CH2:6][NH:5]1)=[O:14])([CH3:19])([CH3:17])[CH3:18].[Li+:2], predict the reactants needed to synthesize it. The reactants are: O.[Li+:2].[OH-].[N:4]1([C:13]([O:15][C:16]([CH3:19])([CH3:18])[CH3:17])=[O:14])[C@H:8]([C:9]([O:11]C)=[O:10])[CH2:7][CH:6]=[N:5]1.Cl.O. (4) Given the product [C:1]([C:3]1[CH:8]=[CH:7][C:6]([N:9]2[CH:14]=[CH:13][C:12]([O:15][CH:16]3[CH2:21][CH2:20][N:19]([C:22]([O:24][CH:25]([CH3:26])[CH3:27])=[O:23])[CH2:18][CH2:17]3)=[CH:11][C:10]2=[O:29])=[C:5]([F:30])[CH:4]=1)#[N:2], predict the reactants needed to synthesize it. The reactants are: [C:1]([C:3]1[CH:8]=[CH:7][C:6]([N:9]2[CH:14]=[CH:13][C:12]([O:15][CH:16]3[CH2:21][CH2:20][N:19]([C:22]([O:24][C:25](C)([CH3:27])[CH3:26])=[O:23])[CH2:18][CH2:17]3)=[CH:11][C:10]2=[O:29])=[C:5]([F:30])[CH:4]=1)#[N:2].N1(C([O-])=O)CCCCC1.ClC1N=CC(CCC)=CN=1.C(=O)([O-])[O-].[Cs+].[Cs+]. (5) Given the product [CH2:1]([O:8][C:9]([N:11]([CH2:12][C:19]1[CH:20]=[C:21]([NH:25][C:26]([O:28][CH2:29][CH2:30][C:31]2[CH:36]=[CH:35][C:34]([Br:37])=[CH:33][C:32]=2[CH3:38])=[O:27])[CH:22]=[CH:23][CH:24]=1)[CH3:40])=[O:10])[C:2]1[CH:3]=[CH:4][CH:5]=[CH:6][CH:7]=1, predict the reactants needed to synthesize it. The reactants are: [CH2:1]([O:8][C:9]([NH:11][C@H:12]([C:19]1[CH:24]=[CH:23][CH:22]=[C:21]([NH:25][C:26]([O:28][CH2:29][CH2:30][C:31]2[CH:36]=[CH:35][C:34]([Br:37])=[CH:33][C:32]=2[CH3:38])=[O:27])[CH:20]=1)CC(OCC)=O)=[O:10])[C:2]1[CH:7]=[CH:6][CH:5]=[CH:4][CH:3]=1.N[C:40]1C=C(C=CC=1)CN(C)C(=O)OCC1C=CC=CC=1.BrC1C=CC(CCO)=C(C)C=1.